This data is from Forward reaction prediction with 1.9M reactions from USPTO patents (1976-2016). The task is: Predict the product of the given reaction. (1) Given the reactants C(NC(C)C)(C)C.C([Li])CCC.[SH:13][C:14]1[S:15][CH:16]=[CH:17][N:18]=1.[F:19][C:20]([F:26])([F:25])[C:21](=[O:24])[CH2:22][CH3:23], predict the reaction product. The product is: [F:19][C:20]([F:26])([F:25])[C:21]([C:16]1[S:15][C:14]([SH:13])=[N:18][CH:17]=1)([OH:24])[CH2:22][CH3:23]. (2) Given the reactants [F:1][C:2]([F:27])([F:26])[C:3]1[CH:8]=[CH:7][C:6]([C:9]2[O:10][C:11]3[CH2:16][CH2:15][N:14]([C:17]4[N:24]=[CH:23]C=C[C:18]=4C#N)[CH2:13][C:12]=3[N:25]=2)=[CH:5][CH:4]=1.Cl[C:29]1C=NC=C[N:30]=1, predict the reaction product. The product is: [N:24]1[CH:23]=[CH:29][N:30]=[CH:18][C:17]=1[N:14]1[CH2:15][CH2:16][C:11]2[O:10][C:9]([C:6]3[CH:5]=[CH:4][C:3]([C:2]([F:26])([F:1])[F:27])=[CH:8][CH:7]=3)=[N:25][C:12]=2[CH2:13]1. (3) Given the reactants Cl[CH2:2][CH2:3][CH2:4][O:5][C:6]1[CH:11]=[CH:10][C:9]([C:12]2[S:13][C:14]3[C:15](=[O:25])[N:16]([CH3:24])[CH2:17][C:18]([CH3:23])([CH3:22])[CH2:19][C:20]=3[N:21]=2)=[CH:8][CH:7]=1.C(=O)([O-])[O-].[K+].[K+].[I-].[Na+].[CH3:34][CH:35]1[CH2:39][CH2:38][CH2:37][NH:36]1, predict the reaction product. The product is: [CH3:24][N:16]1[CH2:17][C:18]([CH3:23])([CH3:22])[CH2:19][C:20]2[N:21]=[C:12]([C:9]3[CH:10]=[CH:11][C:6]([O:5][CH2:4][CH2:3][CH2:2][N:36]4[CH2:37][CH2:38][CH2:39][CH:35]4[CH3:34])=[CH:7][CH:8]=3)[S:13][C:14]=2[C:15]1=[O:25]. (4) Given the reactants [S:1]1(=[O:13])(=[O:12])[C:7]2[CH:8]=[CH:9][NH:10][C:6]=2[C:5](=[O:11])[CH2:4][CH2:3][NH:2]1.Cl[CH2:15][CH2:16][CH2:17][N:18]1[CH2:23][CH2:22][N:21]([C:24]2[CH:29]=[CH:28][C:27]([F:30])=[CH:26][CH:25]=2)[CH2:20][CH2:19]1.C(=O)([O-])[O-].[K+].[K+], predict the reaction product. The product is: [F:30][C:27]1[CH:26]=[CH:25][C:24]([N:21]2[CH2:20][CH2:19][N:18]([CH2:17][CH2:16][CH2:15][N:10]3[C:6]4[C:5](=[O:11])[CH2:4][CH2:3][NH:2][S:1](=[O:13])(=[O:12])[C:7]=4[CH:8]=[CH:9]3)[CH2:23][CH2:22]2)=[CH:29][CH:28]=1. (5) Given the reactants C1(N[C:8]2[CH:9]=[C:10]3[CH:16]=[CH:15][NH:14][C:11]3=[N:12][CH:13]=2)C=CC=CC=1.O1CCCC1.[CH3:22][N:23]1[CH:27]=[C:26](B2OC(C)(C)C(C)(C)O2)[CH:25]=[N:24]1, predict the reaction product. The product is: [CH3:22][N:23]1[CH:27]=[C:26]([C:8]2[CH:9]=[C:10]3[CH:16]=[CH:15][NH:14][C:11]3=[N:12][CH:13]=2)[CH:25]=[N:24]1. (6) Given the reactants [CH3:1][C:2]1[CH:3]=[CH:4][C:5]([Sn](CCCC)(CCCC)CCCC)=[N:6][CH:7]=1.Cl[C:22]1[N:27]=[C:26]([CH3:28])[N:25]=[C:24]([N:29]2[CH2:32][CH:31]([C:33]3[N:37]([CH3:38])[C:36]4[CH:39]=[CH:40][CH:41]=[CH:42][C:35]=4[N:34]=3)[CH2:30]2)[CH:23]=1, predict the reaction product. The product is: [CH3:38][N:37]1[C:36]2[CH:39]=[CH:40][CH:41]=[CH:42][C:35]=2[N:34]=[C:33]1[CH:31]1[CH2:32][N:29]([C:24]2[CH:23]=[C:22]([C:5]3[CH:4]=[CH:3][C:2]([CH3:1])=[CH:7][N:6]=3)[N:27]=[C:26]([CH3:28])[N:25]=2)[CH2:30]1.